The task is: Predict the reaction yield, written as a fraction of the theoretical maximum amount of product (1.0 means a 100% yield; for example, 0.34 means a 34% yield).. This data is from Reaction yield outcomes from USPTO patents with 853,638 reactions. (1) The reactants are Br[Mg]C.[C:4]1(C)C=CC=CC=1.[Br:11][C:12]1[CH:17]=[CH:16][C:15]([CH2:18]C(OCC)=O)=[CH:14][CH:13]=1.CC[O:26][CH2:27][CH3:28]. The catalyst is C1COCC1. The product is [Br:11][C:12]1[CH:17]=[CH:16][C:15]([CH2:18][C:27]([CH3:28])([OH:26])[CH3:4])=[CH:14][CH:13]=1. The yield is 0.730. (2) The reactants are [CH3:1][C:2]1[C:3](I)=[C:4]([OH:23])[CH:5]=[C:6]([CH3:22])[C:7]=1[CH2:8][C:9]1[CH:14]=[CH:13][C:12]([O:15][CH2:16][O:17][CH3:18])=[C:11]([CH:19]([CH3:21])[CH3:20])[CH:10]=1. The catalyst is CO.Cl[Pd](Cl)([P](C1C=CC=CC=1)(C1C=CC=CC=1)C1C=CC=CC=1)[P](C1C=CC=CC=1)(C1C=CC=CC=1)C1C=CC=CC=1. The product is [CH3:1][C:2]1[C:7]([CH2:8][C:9]2[CH:14]=[CH:13][C:12]([O:15][CH2:16][O:17][CH3:18])=[C:11]([CH:19]([CH3:21])[CH3:20])[CH:10]=2)=[C:6]([CH3:22])[CH:5]=[C:4]([OH:23])[C:3]=1[C:16]([O:15][CH3:12])=[O:17]. The yield is 0.380. (3) The reactants are CC([O-])(C)C.[K+].CC1C=CC(S([CH2:17][N+:18]#[C-])(=O)=O)=CC=1.[F:20][C:21]1[CH:22]=[C:23]([CH:26]=[CH:27][C:28]=1[O:29][CH3:30])[CH:24]=O.CO. The catalyst is C1COCC1.O. The product is [F:20][C:21]1[CH:22]=[C:23]([CH2:24][C:17]#[N:18])[CH:26]=[CH:27][C:28]=1[O:29][CH3:30]. The yield is 0.580. (4) The reactants are [N+:1]([C:4]1[CH:5]=[C:6]2[C:10](=[CH:11][CH:12]=1)[NH:9][CH2:8][CH2:7]2)([O-:3])=[O:2].[C:13](O[C:13]([O:15][C:16]([CH3:19])([CH3:18])[CH3:17])=[O:14])([O:15][C:16]([CH3:19])([CH3:18])[CH3:17])=[O:14].O. The catalyst is ClCCl.CN(C)C1C=CN=CC=1. The product is [N+:1]([C:4]1[CH:5]=[C:6]2[C:10](=[CH:11][CH:12]=1)[N:9]([C:13]([O:15][C:16]([CH3:19])([CH3:18])[CH3:17])=[O:14])[CH2:8][CH2:7]2)([O-:3])=[O:2]. The yield is 0.990. (5) The reactants are [N+]([C:4]1[CH:11]=[CH:10][CH:9]=[C:8]([N+:12]([O-:14])=[O:13])[C:5]=1[C:6]#[N:7])([O-])=O.[OH:15][CH2:16][CH:17]1[CH2:21][CH2:20][O:19][CH2:18]1. No catalyst specified. The product is [N+:12]([C:8]1[CH:9]=[CH:10][CH:11]=[C:4]([O:15][CH2:16][CH:17]2[CH2:21][CH2:20][O:19][CH2:18]2)[C:5]=1[C:6]#[N:7])([O-:14])=[O:13]. The yield is 0.480. (6) The reactants are [F:1][CH2:2][CH2:3][OH:4].[H-].[Na+].Cl[C:8]1[N:13]=[C:12]([C:14]2[S:15][C:16]3[CH:22]=[C:21]([O:23][CH3:24])[CH:20]=[CH:19][C:17]=3[CH:18]=2)[CH:11]=[CH:10][N:9]=1.O. The catalyst is O1CCCC1. The product is [F:1][CH2:2][CH2:3][O:4][C:8]1[N:13]=[C:12]([C:14]2[S:15][C:16]3[CH:22]=[C:21]([O:23][CH3:24])[CH:20]=[CH:19][C:17]=3[CH:18]=2)[CH:11]=[CH:10][N:9]=1. The yield is 0.720. (7) The reactants are I[C:2]1[N:6]2[CH:7]=[CH:8][CH:9]=[CH:10][C:5]2=[N:4][C:3]=1[C:11]([O:13][CH2:14][CH3:15])=[O:12].[N:16]1[CH:21]=[CH:20][CH:19]=[C:18](B(O)O)[CH:17]=1.C([O-])([O-])=O.[Na+].[Na+]. The catalyst is COCCOC.O.ClCCl.C1C=CC([P]([Pd]([P](C2C=CC=CC=2)(C2C=CC=CC=2)C2C=CC=CC=2)([P](C2C=CC=CC=2)(C2C=CC=CC=2)C2C=CC=CC=2)[P](C2C=CC=CC=2)(C2C=CC=CC=2)C2C=CC=CC=2)(C2C=CC=CC=2)C2C=CC=CC=2)=CC=1. The product is [N:16]1[CH:21]=[CH:20][CH:19]=[C:18]([C:2]2[N:6]3[CH:7]=[CH:8][CH:9]=[CH:10][C:5]3=[N:4][C:3]=2[C:11]([O:13][CH2:14][CH3:15])=[O:12])[CH:17]=1. The yield is 0.420.